Predict the product of the given reaction. From a dataset of Forward reaction prediction with 1.9M reactions from USPTO patents (1976-2016). (1) Given the reactants P(Cl)(Cl)(Cl)=O.[CH2:6]([OH:10])[C:7]#[C:8][CH3:9].[O:11]1[CH:16]=[CH:15][CH2:14][CH2:13][CH2:12]1, predict the reaction product. The product is: [CH2:6]([O:10][CH:12]1[CH2:13][CH2:14][CH2:15][CH2:16][O:11]1)[CH2:7][CH:8]=[CH2:9]. (2) Given the reactants [CH:1]1([CH:7]=O)[CH2:6][CH2:5][CH2:4][CH2:3][CH2:2]1.[C:9]([CH2:11][C:12]([O:14]C)=O)#[N:10].[NH2:16][C:17]([NH2:19])=[S:18].N1CCCCC1, predict the reaction product. The product is: [CH:1]1([C:7]2[N:16]=[C:17]([SH:18])[NH:19][C:12](=[O:14])[C:11]=2[C:9]#[N:10])[CH2:2][CH2:3][CH2:4][CH2:5][CH2:6]1.